From a dataset of NCI-60 drug combinations with 297,098 pairs across 59 cell lines. Regression. Given two drug SMILES strings and cell line genomic features, predict the synergy score measuring deviation from expected non-interaction effect. (1) Drug 1: C(CC(=O)O)C(=O)CN.Cl. Drug 2: CCC1(C2=C(COC1=O)C(=O)N3CC4=CC5=C(C=CC(=C5CN(C)C)O)N=C4C3=C2)O.Cl. Cell line: HOP-62. Synergy scores: CSS=36.8, Synergy_ZIP=-2.61, Synergy_Bliss=-1.10, Synergy_Loewe=-0.997, Synergy_HSA=-0.995. (2) Drug 1: CC1C(C(=O)NC(C(=O)N2CCCC2C(=O)N(CC(=O)N(C(C(=O)O1)C(C)C)C)C)C(C)C)NC(=O)C3=C4C(=C(C=C3)C)OC5=C(C(=O)C(=C(C5=N4)C(=O)NC6C(OC(=O)C(N(C(=O)CN(C(=O)C7CCCN7C(=O)C(NC6=O)C(C)C)C)C)C(C)C)C)N)C. Drug 2: CC12CCC3C(C1CCC2O)C(CC4=C3C=CC(=C4)O)CCCCCCCCCS(=O)CCCC(C(F)(F)F)(F)F. Cell line: IGROV1. Synergy scores: CSS=11.6, Synergy_ZIP=-0.154, Synergy_Bliss=7.33, Synergy_Loewe=0.501, Synergy_HSA=5.77. (3) Drug 1: C1=NC2=C(N=C(N=C2N1C3C(C(C(O3)CO)O)F)Cl)N. Drug 2: CC1CCC2CC(C(=CC=CC=CC(CC(C(=O)C(C(C(=CC(C(=O)CC(OC(=O)C3CCCCN3C(=O)C(=O)C1(O2)O)C(C)CC4CCC(C(C4)OC)O)C)C)O)OC)C)C)C)OC. Cell line: ACHN. Synergy scores: CSS=31.7, Synergy_ZIP=-3.36, Synergy_Bliss=5.12, Synergy_Loewe=7.49, Synergy_HSA=7.59. (4) Drug 1: C1=CC(=CC=C1CCC2=CNC3=C2C(=O)NC(=N3)N)C(=O)NC(CCC(=O)O)C(=O)O. Drug 2: CCN(CC)CCNC(=O)C1=C(NC(=C1C)C=C2C3=C(C=CC(=C3)F)NC2=O)C. Cell line: NCI/ADR-RES. Synergy scores: CSS=12.9, Synergy_ZIP=-1.07, Synergy_Bliss=-0.101, Synergy_Loewe=-6.27, Synergy_HSA=-1.35.